This data is from Forward reaction prediction with 1.9M reactions from USPTO patents (1976-2016). The task is: Predict the product of the given reaction. (1) Given the reactants [Br:1][C:2]1[CH:3]=[CH:4][C:5]([O:10][CH2:11][CH:12]([F:14])[F:13])=[C:6]([CH:9]=1)[CH:7]=O.[Si](Cl)(C)(C)C.[I-:20].[Na+], predict the reaction product. The product is: [Br:1][C:2]1[CH:3]=[CH:4][C:5]([O:10][CH2:11][CH:12]([F:14])[F:13])=[C:6]([CH2:7][I:20])[CH:9]=1. (2) Given the reactants [CH2:1]([N:8]1[CH2:13][CH2:12][C:11](=[O:14])[CH2:10][CH2:9]1)[C:2]1[CH:7]=[CH:6][CH:5]=[CH:4][CH:3]=1.[CH3:15][C:16](C)([O-])[CH3:17].[K+].C(I)(C)C, predict the reaction product. The product is: [CH2:1]([N:8]1[CH2:13][CH2:12][C:11](=[O:14])[CH:10]([CH:16]([CH3:17])[CH3:15])[CH2:9]1)[C:2]1[CH:3]=[CH:4][CH:5]=[CH:6][CH:7]=1. (3) Given the reactants [OH:1][C:2]1[CH:9]=[CH:8][C:5]([CH:6]=[O:7])=[CH:4][CH:3]=1.C([O-])([O-])=O.[K+].[K+].[Na+].[I-].Br[CH2:19][C:20]([O:22][C:23]([CH3:26])([CH3:25])[CH3:24])=[O:21], predict the reaction product. The product is: [C:23]([O:22][C:20]([CH2:19][O:1][C:2]1[CH:9]=[CH:8][C:5]([CH:6]=[O:7])=[CH:4][CH:3]=1)=[O:21])([CH3:26])([CH3:25])[CH3:24]. (4) Given the reactants [Br:1][C:2]1[CH:6]=[C:5]([C:7]2[O:12][C:11](=[O:13])[C:10]3[CH:14]=[C:15]([C:19]#[N:20])[CH:16]=[C:17]([CH3:18])[C:9]=3[N:8]=2)[N:4]([C:21]2[CH:26]=[CH:25][CH:24]=[CH:23][C:22]=2[Cl:27])[N:3]=1.[CH3:28][NH2:29], predict the reaction product. The product is: [Br:1][C:2]1[CH:6]=[C:5]([C:7]([NH:8][C:9]2[C:10]([C:11]([NH:29][CH3:28])=[O:13])=[CH:14][C:15]([C:19]#[N:20])=[CH:16][C:17]=2[CH3:18])=[O:12])[N:4]([C:21]2[CH:26]=[CH:25][CH:24]=[CH:23][C:22]=2[Cl:27])[N:3]=1. (5) Given the reactants [C:1]([O:5][C:6]([N:8]1[C:12](=[O:13])[CH2:11][CH2:10][C@H:9]1[C:14]([O:16][CH2:17][C:18]1[CH:23]=[CH:22][CH:21]=[CH:20][CH:19]=1)=[O:15])=[O:7])([CH3:4])([CH3:3])[CH3:2].[CH2:24]([Mg]Br)[CH2:25][CH:26]=[CH2:27].[Cl-].[NH4+], predict the reaction product. The product is: [CH2:17]([O:16][C:14](=[O:15])[C@@H:9]([NH:8][C:6]([O:5][C:1]([CH3:4])([CH3:3])[CH3:2])=[O:7])[CH2:10][CH2:11][C:12](=[O:13])[CH2:27][CH2:26][CH:25]=[CH2:24])[C:18]1[CH:23]=[CH:22][CH:21]=[CH:20][CH:19]=1. (6) The product is: [Cl:14][C:11]1[CH:12]=[CH:13][C:8]([C:7]2[N:3]([CH2:2][CH3:1])[C:4]([CH3:72])=[C:5]([C:69]([O:71][CH2:74][CH2:75][P:76](=[O:77])([OH:81])[OH:79])=[O:70])[C:6]=2[C:15]2[CH:20]=[CH:19][CH:18]=[C:17]([N:21]3[CH2:22][CH2:23][N:24]([C:27]4[CH:28]=[CH:29][C:30]([NH:33][S:34]([C:37]5[CH:42]=[CH:41][C:40]([NH:43][C@H:44]([CH2:45][CH2:46][N:47]6[CH2:48][CH2:49][CH:50]([OH:53])[CH2:51][CH2:52]6)[CH2:54][S:55][C:56]6[CH:57]=[CH:58][CH:59]=[CH:60][CH:61]=6)=[C:39]([S:62]([C:65]([F:66])([F:67])[F:68])(=[O:63])=[O:64])[CH:38]=5)(=[O:36])=[O:35])=[CH:31][CH:32]=4)[CH2:25][CH2:26]3)[CH:16]=2)=[CH:9][CH:10]=1. Given the reactants [CH3:1][CH2:2][N:3]1[C:7]([C:8]2[CH:13]=[CH:12][C:11]([Cl:14])=[CH:10][CH:9]=2)=[C:6]([C:15]2[CH:20]=[CH:19][CH:18]=[C:17]([N:21]3[CH2:26][CH2:25][N:24]([C:27]4[CH:32]=[CH:31][C:30]([NH:33][S:34]([C:37]5[CH:42]=[CH:41][C:40]([NH:43][C@@H:44]([CH2:54][S:55][C:56]6[CH:61]=[CH:60][CH:59]=[CH:58][CH:57]=6)[CH2:45][CH2:46][N:47]6[CH2:52][CH2:51][CH:50]([OH:53])[CH2:49][CH2:48]6)=[C:39]([S:62]([C:65]([F:68])([F:67])[F:66])(=[O:64])=[O:63])[CH:38]=5)(=[O:36])=[O:35])=[CH:29][CH:28]=4)[CH2:23][CH2:22]3)[CH:16]=2)[C:5]([C:69]([OH:71])=[O:70])=[C:4]1[CH3:72].O[CH2:74][CH2:75][P:76](=[O:81])([O:79]C)[O:77]C, predict the reaction product. (7) Given the reactants [CH3:1][C@:2]1([CH2:13][N:14]2[C:18]3[CH:19]=[C:20]([C:23]#[N:24])[CH:21]=[CH:22][C:17]=3[N:16]=[CH:15]2)[CH2:12][CH2:11][CH2:10][C@:4]2([O:8][C:7](=[O:9])[NH:6][CH2:5]2)[CH2:3]1.[O-]P([O-])([O-])=O.[K+].[K+].[K+].N[C@@H]1CCCC[C@H]1N.Br[C:42]1[N:43]=[CH:44][C:45]([C:48]([OH:51])([CH3:50])[CH3:49])=[N:46][CH:47]=1, predict the reaction product. The product is: [OH:51][C:48]([C:45]1[N:46]=[CH:47][C:42]([N:6]2[CH2:5][C@@:4]3([CH2:10][CH2:11][CH2:12][C@@:2]([CH2:13][N:14]4[C:18]5[CH:19]=[C:20]([C:23]#[N:24])[CH:21]=[CH:22][C:17]=5[N:16]=[CH:15]4)([CH3:1])[CH2:3]3)[O:8][C:7]2=[O:9])=[N:43][CH:44]=1)([CH3:50])[CH3:49]. (8) Given the reactants [Br:1][C:2]1[CH:11]=[C:10]2[C:5]([CH2:6][CH2:7][NH:8][C:9]2=[O:12])=[CH:4][CH:3]=1.Br[CH2:14][C:15]1[CH:20]=[CH:19][C:18]([F:21])=[CH:17][CH:16]=1.CC(C)([O-])C.[K+], predict the reaction product. The product is: [Br:1][C:2]1[CH:11]=[C:10]2[C:5]([CH2:6][CH2:7][N:8]([CH2:14][C:15]3[CH:20]=[CH:19][C:18]([F:21])=[CH:17][CH:16]=3)[C:9]2=[O:12])=[CH:4][CH:3]=1. (9) Given the reactants [CH3:1][C:2]1[C:10]2[C:5](=[CH:6][CH:7]=[C:8]([CH3:31])[C:9]=2[C:11]2[N:12]=[C:13]([N:21]3[CH2:26][CH2:25][C@@H:24]([O:27][CH3:28])[C:23]([CH3:30])([CH3:29])[CH2:22]3)[C:14]3[CH2:20][NH:19][CH2:18][CH2:17][C:15]=3[N:16]=2)[N:4]([S:32]([C:35]2[CH:41]=[CH:40][C:38]([CH3:39])=[CH:37][CH:36]=2)(=[O:34])=[O:33])[N:3]=1.[CH:42]1([C:45](=[O:51])[CH2:46][C:47](OC)=[O:48])[CH2:44][CH2:43]1, predict the reaction product. The product is: [CH:42]1([C:45](=[O:51])[CH2:46][C:47]([N:19]2[CH2:18][CH2:17][C:15]3[N:16]=[C:11]([C:9]4[C:8]([CH3:31])=[CH:7][CH:6]=[C:5]5[C:10]=4[C:2]([CH3:1])=[N:3][N:4]5[S:32]([C:35]4[CH:41]=[CH:40][C:38]([CH3:39])=[CH:37][CH:36]=4)(=[O:33])=[O:34])[N:12]=[C:13]([N:21]4[CH2:26][CH2:25][C@@H:24]([O:27][CH3:28])[C:23]([CH3:30])([CH3:29])[CH2:22]4)[C:14]=3[CH2:20]2)=[O:48])[CH2:44][CH2:43]1. (10) Given the reactants CO[C:3](=[O:15])[C:4]1[C:5](=[CH:9][C:10]([Cl:14])=[C:11]([Cl:13])[CH:12]=1)[C:6]([OH:8])=O.C(N(CC)CC)C.ClC(OCC)=O, predict the reaction product. The product is: [Cl:13][C:11]1[CH:12]=[C:4]2[C:5](=[CH:9][C:10]=1[Cl:14])[C:6](=[O:8])[O:15][CH2:3]2.